This data is from Catalyst prediction with 721,799 reactions and 888 catalyst types from USPTO. The task is: Predict which catalyst facilitates the given reaction. (1) Reactant: [CH2:1]([N:8]1[CH2:13][CH2:12][C:11]([CH3:14])=[C:10]([NH:15][C:16](=[O:19])[O:17][CH3:18])[CH2:9]1)[C:2]1[CH:7]=[CH:6][CH:5]=[CH:4][CH:3]=1.[H][H]. Product: [CH2:1]([N:8]1[CH2:13][CH2:12][CH:11]([CH3:14])[CH:10]([NH:15][C:16](=[O:19])[O:17][CH3:18])[CH2:9]1)[C:2]1[CH:3]=[CH:4][CH:5]=[CH:6][CH:7]=1. The catalyst class is: 663. (2) Reactant: [NH:1]([C:3]1[S:4][C:5]([C:9]([O:11][CH2:12][CH3:13])=[O:10])=[C:6]([CH3:8])[N:7]=1)[NH2:2].Cl.[N:15]([O-])=O.[Na+]. Product: [N:1]([C:3]1[S:4][C:5]([C:9]([O:11][CH2:12][CH3:13])=[O:10])=[C:6]([CH3:8])[N:7]=1)=[N+:2]=[N-:15]. The catalyst class is: 280.